The task is: Predict which catalyst facilitates the given reaction.. This data is from Catalyst prediction with 721,799 reactions and 888 catalyst types from USPTO. (1) Reactant: C([O:4][C:5]1[CH:10]=[CH:9][C:8]([C:11]([O:21][CH2:22][C:23]2[CH:28]=[CH:27][CH:26]=[CH:25][CH:24]=2)=[N:12][O:13][CH2:14][C:15]2[CH:20]=[CH:19][CH:18]=[CH:17][CH:16]=2)=[CH:7][CH:6]=1)(=O)C.O. Product: [CH2:14]([O:13][N:12]=[C:11]([C:8]1[CH:7]=[CH:6][C:5]([OH:4])=[CH:10][CH:9]=1)[O:21][CH2:22][C:23]1[CH:28]=[CH:27][CH:26]=[CH:25][CH:24]=1)[C:15]1[CH:16]=[CH:17][CH:18]=[CH:19][CH:20]=1. The catalyst class is: 5. (2) Product: [CH3:1][N:2]1[CH2:3][CH2:4][N:5]([C:8]2[CH:9]=[C:10]([C:21]3[CH:25]=[N:24][N:23]4[C:29]([NH2:28])=[C:30]([C:33]5[CH:38]=[CH:37][C:36]([N+:39]([O-:41])=[O:40])=[CH:35][CH:34]=5)[CH:31]=[N:26][C:22]=34)[CH:11]=[C:12]([N:14]3[CH2:19][CH2:18][N:17]([CH3:20])[CH2:16][CH2:15]3)[CH:13]=2)[CH2:6][CH2:7]1. The catalyst class is: 502. Reactant: [CH3:1][N:2]1[CH2:7][CH2:6][N:5]([C:8]2[CH:9]=[C:10]([C:21]3[CH:25]=[N:24][NH:23][C:22]=3[NH2:26])[CH:11]=[C:12]([N:14]3[CH2:19][CH2:18][N:17]([CH3:20])[CH2:16][CH2:15]3)[CH:13]=2)[CH2:4][CH2:3]1.C[N:28](C)/[CH:29]=[C:30](/[C:33]1[CH:38]=[CH:37][C:36]([N+:39]([O-:41])=[O:40])=[CH:35][CH:34]=1)\[C:31]#N.C(O)(=O)C.[OH-].[Na+].